From a dataset of Full USPTO retrosynthesis dataset with 1.9M reactions from patents (1976-2016). Predict the reactants needed to synthesize the given product. (1) Given the product [NH2:3][O:12][CH2:13][C:14]1[CH:15]=[CH:16][C:17]([CH2:20][CH2:21][C:22]2[N:23]=[C:24]([NH:37][C:38](=[O:40])[CH3:39])[S:25][C:26]=2[C:27]2[CH:32]=[CH:31][C:30]([S:33]([CH3:36])(=[O:35])=[O:34])=[CH:29][CH:28]=2)=[CH:18][CH:19]=1, predict the reactants needed to synthesize it. The reactants are: O=C1C2C(=CC=CC=2)C(=O)[N:3]1[O:12][CH2:13][C:14]1[CH:19]=[CH:18][C:17]([CH2:20][CH2:21][C:22]2[N:23]=[C:24]([NH:37][C:38](=[O:40])[CH3:39])[S:25][C:26]=2[C:27]2[CH:32]=[CH:31][C:30]([S:33]([CH3:36])(=[O:35])=[O:34])=[CH:29][CH:28]=2)=[CH:16][CH:15]=1.CNN. (2) Given the product [F:20][C:21]1([F:38])[CH2:22][CH2:19][CH:17]([N:4]2[C:5]([CH:7]3[CH2:12][CH2:11][N:10]([CH:13]4[CH2:14][O:15][CH2:16]4)[CH2:9][CH2:8]3)=[CH:6][C:2]([I:1])=[N:3]2)[CH2:18]1, predict the reactants needed to synthesize it. The reactants are: [I:1][C:2]1[CH:6]=[C:5]([CH:7]2[CH2:12][CH2:11][N:10]([CH:13]3[CH2:16][O:15][CH2:14]3)[CH2:9][CH2:8]2)[N:4]([CH:17]([CH3:19])[CH3:18])[N:3]=1.[F:20][C:21]1([F:38])CCC(N2C(C3CCNCC3)=CC(I)=N2)[CH2:22]1. (3) Given the product [CH:7]1([CH2:2][CH2:1][N:8]2[CH:12]=[C:11]([C:13]3[S:14][C:15]([C:19]([OH:21])=[O:20])=[C:16]([CH3:18])[N:17]=3)[N:10]=[N:9]2)[CH2:6][CH2:5]1, predict the reactants needed to synthesize it. The reactants are: [CH2:1]([N:8]1[CH:12]=[C:11]([C:13]2[S:14][C:15]([C:19]([O:21]CC)=[O:20])=[C:16]([CH3:18])[N:17]=2)[N:10]=[N:9]1)[C:2]1[CH:7]=[CH:6][CH:5]=CC=1.C1(CCN2C=C(C3SC(C(OCC)=O)=C(C)N=3)N=N2)CC1. (4) Given the product [CH2:25]([O:27][CH:28]([O:31][CH2:32][CH3:33])[C:29]#[C:30][C:2]1[N:7]=[C:6]([C:8]([N:10]([CH3:12])[CH3:11])=[O:9])[C:5](=[O:13])[N:4]([C:14]2[CH:19]=[CH:18][CH:17]=[C:16]([C:20]([F:23])([F:22])[F:21])[CH:15]=2)[C:3]=1[CH3:24])[CH3:26], predict the reactants needed to synthesize it. The reactants are: Br[C:2]1[N:7]=[C:6]([C:8]([N:10]([CH3:12])[CH3:11])=[O:9])[C:5](=[O:13])[N:4]([C:14]2[CH:19]=[CH:18][CH:17]=[C:16]([C:20]([F:23])([F:22])[F:21])[CH:15]=2)[C:3]=1[CH3:24].[CH2:25]([O:27][CH:28]([O:31][CH2:32][CH3:33])[C:29]#[CH:30])[CH3:26].CCN(CC)CC. (5) Given the product [CH3:33][O:34][CH2:35][C:36]([N:1]1[CH2:2][CH2:3][CH:4]([NH:7][C:8]([C:10]2[C:14]3[N:15]=[CH:16][N:17]=[C:18]([C:19]4[C:27]5[O:26][CH2:25][O:24][C:23]=5[CH:22]=[CH:21][C:20]=4[O:28][CH2:29][CH2:30][O:31][CH3:32])[C:13]=3[NH:12][CH:11]=2)=[O:9])[CH2:5][CH2:6]1)=[O:37], predict the reactants needed to synthesize it. The reactants are: [NH:1]1[CH2:6][CH2:5][CH:4]([NH:7][C:8]([C:10]2[C:14]3[N:15]=[CH:16][N:17]=[C:18]([C:19]4[C:27]5[O:26][CH2:25][O:24][C:23]=5[CH:22]=[CH:21][C:20]=4[O:28][CH2:29][CH2:30][O:31][CH3:32])[C:13]=3[NH:12][CH:11]=2)=[O:9])[CH2:3][CH2:2]1.[CH3:33][O:34][CH2:35][C:36](Cl)=[O:37]. (6) Given the product [F:18][C:14]1[CH:13]=[C:12]2[C:17]([C:9]([C:7]3[CH:6]=[N:5][N:4]([CH2:3][CH2:2][N:28]4[CH2:33][CH2:32][NH:31][CH2:30][CH2:29]4)[CH:8]=3)=[CH:10][N:11]2[S:19]([C:22]2[CH:27]=[CH:26][CH:25]=[CH:24][CH:23]=2)(=[O:21])=[O:20])=[CH:16][CH:15]=1, predict the reactants needed to synthesize it. The reactants are: Br[CH2:2][CH2:3][N:4]1[CH:8]=[C:7]([C:9]2[C:17]3[C:12](=[CH:13][C:14]([F:18])=[CH:15][CH:16]=3)[N:11]([S:19]([C:22]3[CH:27]=[CH:26][CH:25]=[CH:24][CH:23]=3)(=[O:21])=[O:20])[CH:10]=2)[CH:6]=[N:5]1.[NH:28]1[CH2:33][CH2:32][NH:31][CH2:30][CH2:29]1. (7) Given the product [CH2:1]([O:4][C:5]1[CH:10]=[CH:9][C:8]([O:11][CH3:25])=[CH:7][C:6]=1[N:12]1[C:13](=[O:22])[C:14]2[C:19](=[CH:18][CH:17]=[CH:16][CH:15]=2)[C:20]1=[O:21])[CH:2]=[CH2:3], predict the reactants needed to synthesize it. The reactants are: [CH2:1]([O:4][C:5]1[CH:10]=[CH:9][C:8]([OH:11])=[CH:7][C:6]=1[N:12]1[C:20](=[O:21])[C:19]2[C:14](=[CH:15][CH:16]=[CH:17][CH:18]=2)[C:13]1=[O:22])[CH:2]=[CH2:3].IC.[C:25]([O-])([O-])=O.[K+].[K+].